From a dataset of NCI-60 drug combinations with 297,098 pairs across 59 cell lines. Regression. Given two drug SMILES strings and cell line genomic features, predict the synergy score measuring deviation from expected non-interaction effect. Drug 1: CC(CN1CC(=O)NC(=O)C1)N2CC(=O)NC(=O)C2. Drug 2: C1C(C(OC1N2C=C(C(=O)NC2=O)F)CO)O. Cell line: CCRF-CEM. Synergy scores: CSS=65.4, Synergy_ZIP=-4.64, Synergy_Bliss=-6.41, Synergy_Loewe=-3.56, Synergy_HSA=-2.06.